From a dataset of Full USPTO retrosynthesis dataset with 1.9M reactions from patents (1976-2016). Predict the reactants needed to synthesize the given product. (1) The reactants are: [Cl:1][C:2]1[CH:7]=[CH:6][N:5]=[C:4]([CH3:8])[C:3]=1[O:9][CH3:10].[Br:11]N1C(=O)CCC1=O.C(OOC(=O)C1C=CC=CC=1)(=O)C1C=CC=CC=1. Given the product [Cl:1][C:2]1[CH:7]=[CH:6][N:5]=[C:4]([CH2:8][Br:11])[C:3]=1[O:9][CH3:10], predict the reactants needed to synthesize it. (2) The reactants are: [OH:1][CH2:2][C:3]1([CH2:7][OH:8])[CH2:6][CH2:5][CH2:4]1.Cl[C:10]1[C:11]2[S:18][CH:17]=[CH:16][C:12]=2[N:13]=[CH:14][N:15]=1. Given the product [N:13]1[C:12]2[CH:16]=[CH:17][S:18][C:11]=2[C:10]([O:1][CH2:2][C:3]2([CH2:7][OH:8])[CH2:6][CH2:5][CH2:4]2)=[N:15][CH:14]=1, predict the reactants needed to synthesize it. (3) The reactants are: CS([C:5]1[N:10]=[C:9]([C:11]2[N:12]=[C:13]([NH2:16])[S:14][CH:15]=2)[CH:8]=[CH:7][N:6]=1)(=O)=O.[CH3:17][C:18]1[CH:19]=[C:20]([CH:22]=[C:23]([CH3:25])[CH:24]=1)[NH2:21]. Given the product [NH2:16][C:13]1[S:14][CH:15]=[C:11]([C:9]2[CH:8]=[CH:7][N:6]=[C:5]([NH:21][C:20]3[CH:22]=[C:23]([CH3:25])[CH:24]=[C:18]([CH3:17])[CH:19]=3)[N:10]=2)[N:12]=1, predict the reactants needed to synthesize it. (4) Given the product [ClH:27].[CH3:24][O:23][N:21]([CH3:22])[C:20]([C@@:8]1([NH2:7])[C@@H:10]([C:11]2[CH:16]=[CH:15][CH:14]=[CH:13][CH:12]=2)[C@H:9]1[CH2:17][O:18][CH3:19])=[O:25], predict the reactants needed to synthesize it. The reactants are: C(OC(=O)[NH:7][C@:8]1([C:20](=[O:25])[N:21]([O:23][CH3:24])[CH3:22])[C@@H:10]([C:11]2[CH:16]=[CH:15][CH:14]=[CH:13][CH:12]=2)[C@H:9]1[CH2:17][O:18][CH3:19])(C)(C)C.[ClH:27]. (5) Given the product [CH2:25]([N:10]1[C:11]2[C@@:12]3([CH3:22])[C:19]([CH3:21])([CH3:20])[C@H:15]([CH2:14][CH2:13]3)[C:16]=2[C:17](=[O:18])[N:9]1[C:3]1[CH:4]=[CH:5][C:6]([F:8])=[CH:7][C:2]=1[F:1])[CH:24]=[CH2:23], predict the reactants needed to synthesize it. The reactants are: [F:1][C:2]1[CH:7]=[C:6]([F:8])[CH:5]=[CH:4][C:3]=1[N:9]1[C:17](=[O:18])[C:16]2[C@@H:15]3[C:19]([CH3:21])([CH3:20])[C@@:12]([CH3:22])([CH2:13][CH2:14]3)[C:11]=2[NH:10]1.[CH2:23](I)[CH:24]=[CH2:25]. (6) Given the product [Br:1][C:2]1[CH:6]=[N:5][N:4]([CH3:7])[C:3]=1[C:8]1[CH:9]=[C:10]([NH:22][C:27](=[O:28])[C:26]2[CH:30]=[CH:31][CH:32]=[C:24]([F:23])[CH:25]=2)[CH:11]=[CH:12][C:13]=1[O:14][CH2:15][CH2:16][N:17]1[CH2:18][CH2:19][CH2:20][CH2:21]1, predict the reactants needed to synthesize it. The reactants are: [Br:1][C:2]1[CH:6]=[N:5][N:4]([CH3:7])[C:3]=1[C:8]1[CH:9]=[C:10]([NH2:22])[CH:11]=[CH:12][C:13]=1[O:14][CH2:15][CH2:16][N:17]1[CH2:21][CH2:20][CH2:19][CH2:18]1.[F:23][C:24]1[CH:25]=[C:26]([CH:30]=[CH:31][CH:32]=1)[C:27](Cl)=[O:28].C(N(CC)CC)C. (7) Given the product [OH:17][C@@H:14]1[C@H:11]2[N:12]([C:33]([O:32][CH2:31][CH:29]3[C:28]4[CH:27]=[CH:26][CH:25]=[CH:24][C:23]=4[C:22]4[C:30]3=[CH:18][CH:19]=[CH:20][CH:21]=4)=[O:34])[CH2:13][C@H:9]([O:8][CH3:7])[C@H:10]2[O:16][CH2:15]1, predict the reactants needed to synthesize it. The reactants are: C(=O)([O-])[O-].[Na+].[Na+].[CH3:7][O:8][C@H:9]1[CH2:13][NH:12][C@@H:11]2[C@@H:14]([OH:17])[CH2:15][O:16][C@H:10]12.[CH:18]1[C:30]2[CH:29]([CH2:31][O:32][C:33](Cl)=[O:34])[C:28]3[C:23](=[CH:24][CH:25]=[CH:26][CH:27]=3)[C:22]=2[CH:21]=[CH:20][CH:19]=1. (8) Given the product [F:16][C:17]1[CH:22]=[C:2]([F:15])[CH:20]=[CH:19][C:18]=1[C@:24]12[CH2:25][O:26][C@H:27]([CH2:31][O:32][C:33]([C:34]3[CH:39]=[CH:38][CH:37]=[CH:36][CH:35]=3)([C:46]3[CH:47]=[CH:48][CH:49]=[CH:50][CH:51]=3)[C:34]3[CH:39]=[CH:38][CH:37]=[CH:36][CH:35]=3)[C@H:28]1[CH2:29][S:54][C:53]([NH:55][C:56](=[O:63])[C:57]1[CH:58]=[CH:59][CH:60]=[CH:61][CH:62]=1)=[N:52]2, predict the reactants needed to synthesize it. The reactants are: F[C:2]([F:15])(F)S(OS(C(F)(F)F)(=O)=O)(=O)=O.[F:16][C:17]1[CH:22]=C(F)[CH:20]=[CH:19][C:18]=1[C@@:24]1([NH:52][C:53]([NH:55][C:56](=[O:63])[C:57]2[CH:62]=[CH:61][CH:60]=[CH:59][CH:58]=2)=[S:54])[C@H:28]([CH2:29]O)[C@@H:27]([CH2:31][O:32][C:33]([C:46]2[CH:51]=[CH:50][CH:49]=[CH:48][CH:47]=2)(C2C=CC=CC=2)[C:34]2[CH:39]=[CH:38][CH:37]=[CH:36][CH:35]=2)[O:26][CH2:25]1. (9) Given the product [NH2:34][C:33]1[C:28]2[C:27](=[CH:32][CH:31]=[CH:30][CH:29]=2)[NH:26][C:21](=[O:23])[C:20]=1[C:12]1[NH:13][C:14]2=[N:15][CH:16]=[CH:17][CH:18]=[C:19]2[N:11]=1, predict the reactants needed to synthesize it. The reactants are: [Li+].C[Si]([N-][Si](C)(C)C)(C)C.[N:11]1[C:19]2[C:14](=[N:15][CH:16]=[CH:17][CH:18]=2)[NH:13][C:12]=1[CH2:20][C:21]([O:23]CC)=O.[NH2:26][C:27]1[CH:32]=[CH:31][CH:30]=[CH:29][C:28]=1[C:33]#[N:34].